This data is from Forward reaction prediction with 1.9M reactions from USPTO patents (1976-2016). The task is: Predict the product of the given reaction. Given the reactants [F:1][CH2:2][C@@:3]1([C:47]([O:49]CC2C=CC=CC=2)=[O:48])[CH2:8][CH2:7][C:6]([C:9]2[C:10]([CH3:46])([CH3:45])[C@H:11]3[C@:24]([CH3:27])([CH2:25][CH:26]=2)[C@@H:23]2[C@:14]([CH3:44])([C@@:15]4([CH3:43])[C@H:20]([CH2:21][CH2:22]2)[C@H:19]2[C@H:28]([C:31]([CH3:33])=[CH2:32])[CH2:29][CH2:30][C@:18]2([NH:34][CH2:35][CH2:36][CH:37]2[CH2:42][CH2:41][O:40][CH2:39][CH2:38]2)[CH2:17][CH2:16]4)[CH2:13][CH2:12]3)=[CH:5][CH2:4]1.[OH-].[Na+], predict the reaction product. The product is: [F:1][CH2:2][C@@:3]1([C:47]([OH:49])=[O:48])[CH2:8][CH2:7][C:6]([C:9]2[C:10]([CH3:46])([CH3:45])[C@H:11]3[C@:24]([CH3:27])([CH2:25][CH:26]=2)[C@@H:23]2[C@:14]([CH3:44])([C@@:15]4([CH3:43])[C@H:20]([CH2:21][CH2:22]2)[C@H:19]2[C@H:28]([C:31]([CH3:33])=[CH2:32])[CH2:29][CH2:30][C@:18]2([NH:34][CH2:35][CH2:36][CH:37]2[CH2:42][CH2:41][O:40][CH2:39][CH2:38]2)[CH2:17][CH2:16]4)[CH2:13][CH2:12]3)=[CH:5][CH2:4]1.